This data is from Peptide-MHC class I binding affinity with 185,985 pairs from IEDB/IMGT. The task is: Regression. Given a peptide amino acid sequence and an MHC pseudo amino acid sequence, predict their binding affinity value. This is MHC class I binding data. (1) The peptide sequence is IMQVFFGYFA. The MHC is HLA-A02:03 with pseudo-sequence HLA-A02:03. The binding affinity (normalized) is 0.320. (2) The peptide sequence is LRYGNVLDV. The MHC is HLA-A03:01 with pseudo-sequence HLA-A03:01. The binding affinity (normalized) is 0.0847.